This data is from Reaction yield outcomes from USPTO patents with 853,638 reactions. The task is: Predict the reaction yield, written as a fraction of the theoretical maximum amount of product (1.0 means a 100% yield; for example, 0.34 means a 34% yield). (1) The reactants are [NH2:1][C:2]1[CH:11]=[CH:10][C:9]2[C:4](=[CH:5][CH:6]=[N:7][CH:8]=2)[N:3]=1.C(N(CC)CC)C.[Cl:19][C:20]1[CH:25]=[CH:24][C:23]([S:26](Cl)(=[O:28])=[O:27])=[CH:22][CH:21]=1.C(=O)(O)[O-].[Na+]. The catalyst is ClCCl. The product is [Cl:19][C:20]1[CH:25]=[CH:24][C:23]([S:26]([NH:1][C:2]2[CH:11]=[CH:10][C:9]3[C:4](=[CH:5][CH:6]=[N:7][CH:8]=3)[N:3]=2)(=[O:28])=[O:27])=[CH:22][CH:21]=1. The yield is 0.214. (2) The product is [C:34]([O:33][C:31]([NH:1][C:2]1[C:15]([O:16][CH3:17])=[CH:14][C:13]2[C@:12]34[CH2:18][CH2:19][N:20]([C:21]([O:23][CH2:24][C:25]5[CH:26]=[CH:27][CH:28]=[CH:29][CH:30]=5)=[O:22])[C@@H:6]([C@@H:7]3[CH2:8][CH2:9][CH2:10][CH2:11]4)[CH2:5][C:4]=2[CH:3]=1)=[O:32])([CH3:37])([CH3:36])[CH3:35]. The reactants are [NH2:1][C:2]1[C:15]([O:16][CH3:17])=[CH:14][C:13]2[C@:12]34[CH2:18][CH2:19][N:20]([C:21]([O:23][CH2:24][C:25]5[CH:30]=[CH:29][CH:28]=[CH:27][CH:26]=5)=[O:22])[C@@H:6]([C@@H:7]3[CH2:8][CH2:9][CH2:10][CH2:11]4)[CH2:5][C:4]=2[CH:3]=1.[C:31](O[C:31]([O:33][C:34]([CH3:37])([CH3:36])[CH3:35])=[O:32])([O:33][C:34]([CH3:37])([CH3:36])[CH3:35])=[O:32].C([O-])(O)=O.[Na+]. The yield is 0.610. The catalyst is C1COCC1. (3) The reactants are O=P(Cl)(Cl)[Cl:3].[CH3:6][N:7]([CH3:21])/[CH:8]=[CH:9]/[C:10]([C:12]1[CH:13]=[N:14][N:15]2[CH:20]=[CH:19][CH:18]=[CH:17][C:16]=12)=O.[F:22][P-:23]([F:28])([F:27])([F:26])([F:25])[F:24].[Na+]. The catalyst is C(Cl)Cl.CO. The product is [F:22][P-:23]([F:28])([F:27])([F:26])([F:25])[F:24].[Cl:3]/[C:10](/[C:12]1[CH:13]=[N:14][N:15]2[CH:20]=[CH:19][CH:18]=[CH:17][C:16]=12)=[CH:9]\[CH:8]=[N+:7]([CH3:21])[CH3:6]. The yield is 0.900.